From a dataset of Full USPTO retrosynthesis dataset with 1.9M reactions from patents (1976-2016). Predict the reactants needed to synthesize the given product. (1) Given the product [F:1][C:2]1[C:7]([F:8])=[CH:6][CH:5]=[CH:4][C:3]=1[C:9]1[N:17]=[C:12]2[CH:13]=[N:14][N:15]([CH2:19][C:20]3[CH:25]=[CH:24][C:23]([C:26]4[N:27]=[C:28]([CH3:31])[S:29][CH:30]=4)=[CH:22][CH:21]=3)[CH:16]=[C:11]2[N:10]=1, predict the reactants needed to synthesize it. The reactants are: [F:1][C:2]1[C:7]([F:8])=[CH:6][CH:5]=[CH:4][C:3]=1[C:9]1[N:17]=[C:12]2[CH:13]=[N:14][NH:15][CH:16]=[C:11]2[N:10]=1.Cl[CH2:19][C:20]1[CH:25]=[CH:24][C:23]([C:26]2[N:27]=[C:28]([CH3:31])[S:29][CH:30]=2)=[CH:22][CH:21]=1. (2) Given the product [C:27]([CH:24]1[CH2:25][CH2:26][CH:21]([C:17]2[CH:16]=[C:15]([NH:14][C:12](=[O:13])[CH2:11][C:8]3[CH:9]=[CH:10][C:5]([O:4][CH2:3][CH2:2][NH:33][CH2:34][CH2:35][OH:36])=[C:6]([O:31][CH3:32])[CH:7]=3)[CH:20]=[CH:19][CH:18]=2)[CH2:22][CH2:23]1)([CH3:30])([CH3:29])[CH3:28], predict the reactants needed to synthesize it. The reactants are: Br[CH2:2][CH2:3][O:4][C:5]1[CH:10]=[CH:9][C:8]([CH2:11][C:12]([NH:14][C:15]2[CH:20]=[CH:19][CH:18]=[C:17]([CH:21]3[CH2:26][CH2:25][CH:24]([C:27]([CH3:30])([CH3:29])[CH3:28])[CH2:23][CH2:22]3)[CH:16]=2)=[O:13])=[CH:7][C:6]=1[O:31][CH3:32].[NH2:33][CH2:34][CH2:35][OH:36].C(N(CC)CC)C.C(Cl)(Cl)Cl. (3) Given the product [CH3:1][O:2][C:3]1[CH:4]=[C:5]([CH:6]=[C:7]([CH3:9])[CH:8]=1)[CH:10]=[O:11], predict the reactants needed to synthesize it. The reactants are: [CH3:1][O:2][C:3]1[CH:4]=[C:5]([CH2:10][OH:11])[CH:6]=[C:7]([CH3:9])[CH:8]=1.I(C1C=CC=CC=1C(O)=O)(=O)=O.C(OCC)(=O)C.O.